From a dataset of TCR-epitope binding with 47,182 pairs between 192 epitopes and 23,139 TCRs. Binary Classification. Given a T-cell receptor sequence (or CDR3 region) and an epitope sequence, predict whether binding occurs between them. (1) The epitope is SEPVLKGVKL. The TCR CDR3 sequence is CASYPGGSGNTGELFF. Result: 1 (the TCR binds to the epitope). (2) The epitope is GILGFVFTL. The TCR CDR3 sequence is CASSPIAGSSYEQYF. Result: 1 (the TCR binds to the epitope).